From a dataset of Catalyst prediction with 721,799 reactions and 888 catalyst types from USPTO. Predict which catalyst facilitates the given reaction. (1) Reactant: [CH2:1]([C:3]1[CH:11]=[CH:10][C:6]([C:7](O)=[O:8])=[CH:5][CH:4]=1)[CH3:2].O=S(Cl)[Cl:14]. Product: [CH2:1]([C:3]1[CH:11]=[CH:10][C:6]([C:7]([Cl:14])=[O:8])=[CH:5][CH:4]=1)[CH3:2]. The catalyst class is: 3. (2) Reactant: C[O:2][C:3](=[O:40])[CH2:4][CH2:5][C:6]1[S:10][C:9]([C@@H:11]2[CH2:15][CH2:14][CH2:13][N:12]2[C:16](=[O:39])[CH2:17][C:18]2[CH:23]=[C:22]([Cl:24])[C:21]([NH:25][C:26]([C:28]3[C:36]4[C:31](=[CH:32][CH:33]=[CH:34][CH:35]=4)[N:30]([CH3:37])[CH:29]=3)=[O:27])=[CH:20][C:19]=2[Cl:38])=[N:8][CH:7]=1.[OH-].[Na+].CO. Product: [Cl:38][C:19]1[CH:20]=[C:21]([NH:25][C:26]([C:28]2[C:36]3[C:31](=[CH:32][CH:33]=[CH:34][CH:35]=3)[N:30]([CH3:37])[CH:29]=2)=[O:27])[C:22]([Cl:24])=[CH:23][C:18]=1[CH2:17][C:16]([N:12]1[CH2:13][CH2:14][CH2:15][C@H:11]1[C:9]1[S:10][C:6]([CH2:5][CH2:4][C:3]([OH:40])=[O:2])=[CH:7][N:8]=1)=[O:39]. The catalyst class is: 1. (3) Reactant: [CH3:1][O:2][C:3]1[CH:8]=[CH:7][CH:6]=[CH:5][C:4]=1[C:9]1[N:10]([C:15]2[CH:20]=[CH:19][C:18]([CH3:21])=[CH:17][CH:16]=2)[C:11]([SH:14])=[N:12][N:13]=1.C[Si]([N-][Si](C)(C)C)(C)C.[Li+].Br[CH2:33][CH2:34][C:35]([O:37][CH2:38][CH3:39])=[O:36]. Product: [CH3:1][O:2][C:3]1[CH:8]=[CH:7][CH:6]=[CH:5][C:4]=1[C:9]1[N:10]([C:15]2[CH:16]=[CH:17][C:18]([CH3:21])=[CH:19][CH:20]=2)[C:11](=[S:14])[N:12]([CH2:33][CH2:34][C:35]([O:37][CH2:38][CH3:39])=[O:36])[N:13]=1. The catalyst class is: 198. (4) Reactant: [C:1]([O:5][C:6]([NH:8][C@@H:9]([CH2:13][C:14]1[CH:19]=[CH:18][C:17]([N+:20]([O-:22])=[O:21])=[CH:16][CH:15]=1)[C:10]([OH:12])=[O:11])=[O:7])([CH3:4])([CH3:3])[CH3:2].[C:23](=O)(O)[O-].[Na+].CI. Product: [C:1]([O:5][C:6]([NH:8][C@@H:9]([CH2:13][C:14]1[CH:19]=[CH:18][C:17]([N+:20]([O-:22])=[O:21])=[CH:16][CH:15]=1)[C:10]([O:12][CH3:23])=[O:11])=[O:7])([CH3:4])([CH3:2])[CH3:3]. The catalyst class is: 39. (5) Reactant: [CH2:1]([N:3]1[C:7]2=[N:8][C:9]([CH2:32][CH3:33])=[C:10]([CH2:19][NH:20][C:21]([C:23]3[CH:24]=[C:25]([C:29](O)=[O:30])[CH:26]=[N:27][CH:28]=3)=[O:22])[C:11]([NH:12][CH:13]3[CH2:18][CH2:17][O:16][CH2:15][CH2:14]3)=[C:6]2[CH:5]=[N:4]1)[CH3:2].[NH2:34][CH2:35][C:36]1[CH:37]=[C:38]([C:42]2[CH:47]=[CH:46][CH:45]=[C:44]([CH2:48][CH:49]3[CH2:54][CH2:53][N:52]([C:55]([O:57][C:58]([CH3:61])([CH3:60])[CH3:59])=[O:56])[CH2:51][CH2:50]3)[CH:43]=2)[CH:39]=[CH:40][CH:41]=1.CN(C(ON1N=NC2C=CC=CC1=2)=[N+](C)C)C.F[P-](F)(F)(F)(F)F.CCN(CC)CC. Product: [CH2:1]([N:3]1[C:7]2=[N:8][C:9]([CH2:32][CH3:33])=[C:10]([CH2:19][NH:20][C:21]([C:23]3[CH:24]=[C:25]([C:29]([NH:34][CH2:35][C:36]4[CH:37]=[C:38]([C:42]5[CH:47]=[CH:46][CH:45]=[C:44]([CH2:48][CH:49]6[CH2:54][CH2:53][N:52]([C:55]([O:57][C:58]([CH3:61])([CH3:60])[CH3:59])=[O:56])[CH2:51][CH2:50]6)[CH:43]=5)[CH:39]=[CH:40][CH:41]=4)=[O:30])[CH:26]=[N:27][CH:28]=3)=[O:22])[C:11]([NH:12][CH:13]3[CH2:14][CH2:15][O:16][CH2:17][CH2:18]3)=[C:6]2[CH:5]=[N:4]1)[CH3:2]. The catalyst class is: 2. (6) Reactant: [CH3:1][N:2]1[CH2:7][CH2:6][N:5]([CH2:8][C:9]2[CH:17]=[CH:16][C:12]([C:13]([OH:15])=O)=[CH:11][CH:10]=2)[CH2:4][CH2:3]1.C1(N=C=NC2CCCCC2)CCCCC1.[NH2:33][C:34]1[CH:35]=[C:36]([NH:41][C:42]2[N:47]=[C:46]([C:48]3[CH:49]=[N:50][CH:51]=[CH:52][CH:53]=3)[CH:45]=[CH:44][N:43]=2)[C:37]([CH3:40])=[N:38][CH:39]=1. Product: [CH3:1][N:2]1[CH2:3][CH2:4][N:5]([CH2:8][C:9]2[CH:10]=[CH:11][C:12]([C:13]([NH:33][C:34]3[CH:39]=[N:38][C:37]([CH3:40])=[C:36]([NH:41][C:42]4[N:47]=[C:46]([C:48]5[CH:49]=[N:50][CH:51]=[CH:52][CH:53]=5)[CH:45]=[CH:44][N:43]=4)[CH:35]=3)=[O:15])=[CH:16][CH:17]=2)[CH2:6][CH2:7]1. The catalyst class is: 2. (7) Reactant: C1(P(C2C=CC=CC=2)C2C=CC=CC=2)C=CC=CC=1.[C:20]([Cl:24])(Cl)(Cl)Cl.[CH3:25][S:26]([CH2:29][C:30]1[CH:35]=[CH:34][C:33](CO)=[CH:32][CH:31]=1)(=[O:28])=[O:27]. Product: [Cl:24][CH2:20][C:33]1[CH:32]=[CH:31][C:30]([CH2:29][S:26]([CH3:25])(=[O:28])=[O:27])=[CH:35][CH:34]=1. The catalyst class is: 7. (8) Reactant: [CH3:1][O:2][C:3]([C:5]1[C:9]2[N:10]=[CH:11][N:12]([CH2:15][C:16]([C:18]3[CH:23]=[CH:22][CH:21]=[C:20]([O:24][CH3:25])[CH:19]=3)=[O:17])[C:13](=[O:14])[C:8]=2[N:7](COCC[Si](C)(C)C)[C:6]=1[Cl:34])=[O:4].C(O)(C(F)(F)F)=O. Product: [CH3:1][O:2][C:3]([C:5]1[C:9]2[N:10]=[CH:11][N:12]([CH2:15][C:16]([C:18]3[CH:23]=[CH:22][CH:21]=[C:20]([O:24][CH3:25])[CH:19]=3)=[O:17])[C:13](=[O:14])[C:8]=2[NH:7][C:6]=1[Cl:34])=[O:4]. The catalyst class is: 2.